Dataset: NCI-60 drug combinations with 297,098 pairs across 59 cell lines. Task: Regression. Given two drug SMILES strings and cell line genomic features, predict the synergy score measuring deviation from expected non-interaction effect. Drug 1: CS(=O)(=O)C1=CC(=C(C=C1)C(=O)NC2=CC(=C(C=C2)Cl)C3=CC=CC=N3)Cl. Synergy scores: CSS=42.3, Synergy_ZIP=15.7, Synergy_Bliss=16.1, Synergy_Loewe=3.12, Synergy_HSA=15.2. Drug 2: CC1C(C(CC(O1)OC2CC(CC3=C2C(=C4C(=C3O)C(=O)C5=C(C4=O)C(=CC=C5)OC)O)(C(=O)C)O)N)O.Cl. Cell line: BT-549.